Dataset: Forward reaction prediction with 1.9M reactions from USPTO patents (1976-2016). Task: Predict the product of the given reaction. (1) Given the reactants [Br:1]N1C(=O)CCC1=O.[CH3:9][C:10]1[S:11][C:12]2[CH:18]=[CH:17][C:16]([O:19][CH3:20])=[CH:15][C:13]=2[N:14]=1, predict the reaction product. The product is: [Br:1][CH2:9][C:10]1[S:11][C:12]2[CH:18]=[CH:17][C:16]([O:19][CH3:20])=[CH:15][C:13]=2[N:14]=1. (2) Given the reactants [NH2:1][C:2]1[CH:7]=[CH:6][C:5]([C:8]([OH:17])([C:13]([F:16])([F:15])[F:14])[C:9]([F:12])([F:11])[F:10])=[CH:4][CH:3]=1.CCN(C(C)C)C(C)C.[C:27](O[C:27]([C:29]([F:32])([F:31])[F:30])=[O:28])([C:29]([F:32])([F:31])[F:30])=[O:28].[NH4+].[Cl-], predict the reaction product. The product is: [F:30][C:29]([F:32])([F:31])[C:27]([NH:1][C:2]1[CH:3]=[CH:4][C:5]([C:8]([OH:17])([C:9]([F:10])([F:11])[F:12])[C:13]([F:14])([F:15])[F:16])=[CH:6][CH:7]=1)=[O:28]. (3) Given the reactants [OH:1][CH2:2][CH2:3][CH2:4][CH2:5][CH2:6][CH2:7][O:8][C:9]1[C:16]([O:17][CH3:18])=[CH:15][C:12]([CH:13]=O)=[CH:11][C:10]=1[O:19][CH3:20].[O:21]1[C:25]2[CH:26]=[CH:27][C:28]([CH2:30][C:31]#[N:32])=[CH:29][C:24]=2[O:23][CH2:22]1, predict the reaction product. The product is: [O:21]1[C:25]2[CH:26]=[CH:27][C:28](/[C:30](=[CH:13]/[C:12]3[CH:15]=[C:16]([O:17][CH3:18])[C:9]([O:8][CH2:7][CH2:6][CH2:5][CH2:4][CH2:3][CH2:2][OH:1])=[C:10]([O:19][CH3:20])[CH:11]=3)/[C:31]#[N:32])=[CH:29][C:24]=2[O:23][CH2:22]1. (4) The product is: [CH3:8][O:9][C:10]1[CH:11]=[C:12]2[CH2:21][CH:20]([CH2:22][CH:23]3[CH2:24][CH2:25][N:26]([CH2:29][C:30]4[CH:35]=[CH:34][CH:33]=[CH:32][CH:31]=4)[CH2:27][CH2:28]3)[C:18](=[O:19])[C:13]2=[CH:14][C:15]=1[O:16][CH3:17].[C:1]([O-:7])(=[O:6])[CH2:2][C:3]([O-:5])=[O:4]. Given the reactants [C:1]([OH:7])(=[O:6])[CH2:2][C:3]([OH:5])=[O:4].[CH3:8][O:9][C:10]1[CH:11]=[C:12]2[CH2:21][CH:20]([CH2:22][CH:23]3[CH2:28][CH2:27][N:26]([CH2:29][C:30]4[CH:31]=[CH:32][CH:33]=[CH:34][CH:35]=4)[CH2:25][CH2:24]3)[C:18](=[O:19])[C:13]2=[CH:14][C:15]=1[O:16][CH3:17], predict the reaction product.